From a dataset of Peptide-MHC class I binding affinity with 185,985 pairs from IEDB/IMGT. Regression. Given a peptide amino acid sequence and an MHC pseudo amino acid sequence, predict their binding affinity value. This is MHC class I binding data. (1) The peptide sequence is HLIQNPNPF. The MHC is HLA-B15:02 with pseudo-sequence HLA-B15:02. The binding affinity (normalized) is 0.733. (2) The peptide sequence is CVRMYNPTNIL. The binding affinity (normalized) is 0.697. The MHC is Mamu-A02 with pseudo-sequence Mamu-A02.